Dataset: Forward reaction prediction with 1.9M reactions from USPTO patents (1976-2016). Task: Predict the product of the given reaction. (1) Given the reactants [F:1][C:2]1[CH:7]=[CH:6][C:5]([C:8]2[N:12]([CH3:13])[N:11]=[CH:10][C:9]=2/[CH:14]=[CH:15]/[C:16]([NH:18][C:19]2[CH:24]=[CH:23][C:22]([S:25][CH2:26][C:27]3[N:31]([CH2:32][CH2:33][CH3:34])[CH:30]=[N:29][N:28]=3)=[CH:21][CH:20]=2)=[O:17])=[CH:4][CH:3]=1.ClC1C=CC=C(C(OO)=[O:43])C=1, predict the reaction product. The product is: [F:1][C:2]1[CH:3]=[CH:4][C:5]([C:8]2[N:12]([CH3:13])[N:11]=[CH:10][C:9]=2/[CH:14]=[CH:15]/[C:16]([NH:18][C:19]2[CH:24]=[CH:23][C:22]([S:25]([CH2:26][C:27]3[N:31]([CH2:32][CH2:33][CH3:34])[CH:30]=[N:29][N:28]=3)=[O:43])=[CH:21][CH:20]=2)=[O:17])=[CH:6][CH:7]=1. (2) Given the reactants [N:1]1[C:10]2[C:5](=[CH:6][CH:7]=[CH:8][CH:9]=2)[N:4]=[CH:3][C:2]=1[C:11]1[CH:12]=[C:13]([NH2:17])[CH:14]=[CH:15][CH:16]=1.[CH:18]1([C:21](Cl)=[O:22])[CH2:20][CH2:19]1, predict the reaction product. The product is: [N:1]1[C:10]2[C:5](=[CH:6][CH:7]=[CH:8][CH:9]=2)[N:4]=[CH:3][C:2]=1[C:11]1[CH:12]=[C:13]([NH:17][C:21]([CH:18]2[CH2:20][CH2:19]2)=[O:22])[CH:14]=[CH:15][CH:16]=1. (3) The product is: [Br:20][C:21]1[N+:29]([O-:49])=[CH:28][C:27]2[N:26]([CH2:30][O:31][CH2:32][CH2:33][Si:34]([CH3:36])([CH3:37])[CH3:35])[C:25]3=[N+:38]([O-:2])[CH:39]=[CH:40][CH:41]=[C:24]3[C:23]=2[CH:22]=1. Given the reactants C(N)(N)=[O:2].OO.FC(F)(F)C(OC(=O)C(F)(F)F)=O.[Br:20][C:21]1[N:29]=[CH:28][C:27]2[N:26]([CH2:30][O:31][CH2:32][CH2:33][Si:34]([CH3:37])([CH3:36])[CH3:35])[C:25]3[N:38]=[CH:39][CH:40]=[CH:41][C:24]=3[C:23]=2[CH:22]=1.S([O-])([O-])(=O)=S.[Na+].[Na+].[OH2:49], predict the reaction product. (4) Given the reactants [CH3:1][C:2]1[CH:3]=[C:4](B(O)O)[S:5][CH:6]=1.Br[C:11]1[CH:16]=[CH:15][C:14]([O:17][CH2:18][CH2:19][N:20]2[C:28](=[O:29])[C:27]3[NH:26][C:25]([Cl:30])=[N:24][C:23]=3[N:22]([CH2:31][CH2:32][CH2:33][CH3:34])[C:21]2=[O:35])=[CH:13][CH:12]=1.C(=O)([O-])[O-].[Na+].[Na+].Cl, predict the reaction product. The product is: [CH2:31]([N:22]1[C:23]2[N:24]=[C:25]([Cl:30])[NH:26][C:27]=2[C:28](=[O:29])[N:20]([CH2:19][CH2:18][O:17][C:14]2[CH:13]=[CH:12][C:11]([C:4]3[S:5][CH:6]=[C:2]([CH3:1])[CH:3]=3)=[CH:16][CH:15]=2)[C:21]1=[O:35])[CH2:32][CH2:33][CH3:34]. (5) Given the reactants [CH3:1][C:2]1[C:3]([CH2:8][N:9]([CH2:16][C:17]2[C:22]([CH3:23])=[CH:21][CH:20]=[CH:19][N:18]=2)[CH:10]2[CH2:15][CH2:14][NH:13][CH2:12][CH2:11]2)=[N:4][CH:5]=[CH:6][CH:7]=1.[C:24]([O:28][C:29]([NH:31][CH:32]([CH2:36][S:37][C:38]([O:40][C:41]([CH3:44])([CH3:43])[CH3:42])=[O:39])[C:33](O)=[O:34])=[O:30])([CH3:27])([CH3:26])[CH3:25].CCN(C(C)C)C(C)C.CCN=C=NCCCN(C)C.C1C=CC2N(O)N=NC=2C=1, predict the reaction product. The product is: [C:41]([O:40][C:38](=[O:39])[S:37][CH2:36][CH:32]([NH:31][C:29]([O:28][C:24]([CH3:27])([CH3:26])[CH3:25])=[O:30])[C:33]([N:13]1[CH2:14][CH2:15][CH:10]([N:9]([CH2:16][C:17]2[C:22]([CH3:23])=[CH:21][CH:20]=[CH:19][N:18]=2)[CH2:8][C:3]2[C:2]([CH3:1])=[CH:7][CH:6]=[CH:5][N:4]=2)[CH2:11][CH2:12]1)=[O:34])([CH3:44])([CH3:43])[CH3:42]. (6) The product is: [CH3:19][N:20]([CH3:22])/[CH:21]=[C:9]1\[C:8](=[O:13])[CH:7]([C:1]2[CH:6]=[CH:5][CH:4]=[CH:3][CH:2]=2)[CH2:12][CH2:11][CH2:10]\1. Given the reactants [C:1]1([CH:7]2[CH2:12][CH2:11][CH2:10][CH2:9][C:8]2=[O:13])[CH:6]=[CH:5][CH:4]=[CH:3][CH:2]=1.C(O[CH:19](N(C)C)[N:20]([CH3:22])[CH3:21])(C)(C)C, predict the reaction product.